The task is: Predict the product of the given reaction.. This data is from Forward reaction prediction with 1.9M reactions from USPTO patents (1976-2016). (1) Given the reactants [Cl:1][C:2]1[CH:3]=[C:4]([C@@H:9]2[CH2:14][N:13](C(=O)[C@H](OC)C3C=CC=CC=3)[CH2:12][CH2:11][O:10]2)[CH:5]=[CH:6][C:7]=1[Cl:8].[Li+].[B-](CC)(CC)CC.Cl.[NH4+].[OH-], predict the reaction product. The product is: [Cl:1][C:2]1[CH:3]=[C:4]([C@H:9]2[O:10][CH2:11][CH2:12][NH:13][CH2:14]2)[CH:5]=[CH:6][C:7]=1[Cl:8]. (2) Given the reactants C1C=C(Cl)C=C(C(OO)=O)C=1.[Cl:12][C:13]1[CH:18]=[CH:17][CH:16]=[C:15]([Cl:19])[C:14]=1[N:20]1[CH:31]=[CH:30][C:23]2[N:24]=[C:25](SC)[N:26]=[CH:27][C:22]=2[C:21]1=[O:32].CCN(C(C)C)C(C)C.[O:42]1[CH2:47][CH2:46][N:45]([C:48]2[CH:54]=[CH:53][C:51]([NH2:52])=[CH:50][CH:49]=2)[CH2:44][CH2:43]1, predict the reaction product. The product is: [Cl:12][C:13]1[CH:18]=[CH:17][CH:16]=[C:15]([Cl:19])[C:14]=1[N:20]1[CH:31]=[CH:30][C:23]2[N:24]=[C:25]([NH:52][C:51]3[CH:50]=[CH:49][C:48]([N:45]4[CH2:46][CH2:47][O:42][CH2:43][CH2:44]4)=[CH:54][CH:53]=3)[N:26]=[CH:27][C:22]=2[C:21]1=[O:32]. (3) Given the reactants [F:1][C:2]([F:56])([F:55])[CH2:3][C@H:4]([NH:37]C(=O)OCC1C2C=CC=CC=2C2C1=CC=CC=2)[C:5]([NH:7][C@@:8]([C:23]1[CH:28]=[C:27]([O:29][C:30]([F:35])([F:34])[CH:31]([F:33])[F:32])[CH:26]=[C:25]([F:36])[CH:24]=1)([C:16]1[CH:21]=[CH:20][C:19]([F:22])=[CH:18][CH:17]=1)[CH2:9][C:10]1[CH:15]=[CH:14][CH:13]=[CH:12][CH:11]=1)=[O:6].N1CCCCC1, predict the reaction product. The product is: [NH2:37][C@@H:4]([CH2:3][C:2]([F:55])([F:56])[F:1])[C:5]([NH:7][C@@:8]([C:23]1[CH:28]=[C:27]([O:29][C:30]([F:35])([F:34])[CH:31]([F:33])[F:32])[CH:26]=[C:25]([F:36])[CH:24]=1)([C:16]1[CH:17]=[CH:18][C:19]([F:22])=[CH:20][CH:21]=1)[CH2:9][C:10]1[CH:11]=[CH:12][CH:13]=[CH:14][CH:15]=1)=[O:6]. (4) Given the reactants [CH2:1]([OH:8])[C:2]1[CH:7]=[CH:6][CH:5]=[CH:4][CH:3]=1.C(O[C@@H:13]1[O:25][C@H:24]([CH2:26][O:27]C(=O)C)[C@@H:19]([O:20]C(=O)C)[C@H:14]1[O:15]C(=O)C)(=O)C.C(=O)([O-])O.[Na+].C[O-].[Na+].CO, predict the reaction product. The product is: [CH2:1]([O:8][C@@H:13]1[O:25][C@H:24]([CH2:26][OH:27])[C@@H:19]([OH:20])[C@H:14]1[OH:15])[C:2]1[CH:7]=[CH:6][CH:5]=[CH:4][CH:3]=1. (5) Given the reactants [C:1]([C:5]1[C:6]([O:17][CH3:18])=[C:7]([CH:10]=[C:11]([C:13]([CH3:16])([CH3:15])[CH3:14])[CH:12]=1)[CH:8]=[O:9])([CH3:4])([CH3:3])[CH3:2].Cl.[C:20]([O:23][CH2:24][CH3:25])(=[O:22])[CH3:21], predict the reaction product. The product is: [C:1]([C:5]1[C:6]([O:17][CH3:18])=[C:7]([CH:8]([OH:9])[CH2:21][C:20]([O:23][CH2:24][CH3:25])=[O:22])[CH:10]=[C:11]([C:13]([CH3:16])([CH3:15])[CH3:14])[CH:12]=1)([CH3:4])([CH3:2])[CH3:3].